From a dataset of Reaction yield outcomes from USPTO patents with 853,638 reactions. Predict the reaction yield, written as a fraction of the theoretical maximum amount of product (1.0 means a 100% yield; for example, 0.34 means a 34% yield). The reactants are [Si:1]([O:18][C@H:19]1[C:28]2[C:23](=[CH:24][C:25]([F:29])=[CH:26][CH:27]=2)[C@H:22]([NH:30][C:31]2[C:36]([NH2:37])=[CH:35][N:34]=[C:33]([N:38]3[C:42]4[CH:43]=[C:44]([F:47])[CH:45]=[CH:46][C:41]=4[N:40]=[CH:39]3)[N:32]=2)[CH2:21][CH2:20]1)([C:14]([CH3:17])([CH3:16])[CH3:15])([C:8]1[CH:13]=[CH:12][CH:11]=[CH:10][CH:9]=1)[C:2]1[CH:7]=[CH:6][CH:5]=[CH:4][CH:3]=1.C1N=CN([C:53](N2C=NC=C2)=[O:54])C=1. The catalyst is C1COCC1. The product is [Si:1]([O:18][C@H:19]1[C:28]2[C:23](=[CH:24][C:25]([F:29])=[CH:26][CH:27]=2)[C@H:22]([N:30]2[C:53](=[O:54])[NH:37][C:36]3[C:31]2=[N:32][C:33]([N:38]2[C:42]4[CH:43]=[C:44]([F:47])[CH:45]=[CH:46][C:41]=4[N:40]=[CH:39]2)=[N:34][CH:35]=3)[CH2:21][CH2:20]1)([C:14]([CH3:16])([CH3:15])[CH3:17])([C:2]1[CH:3]=[CH:4][CH:5]=[CH:6][CH:7]=1)[C:8]1[CH:9]=[CH:10][CH:11]=[CH:12][CH:13]=1. The yield is 0.820.